From a dataset of TCR-epitope binding with 47,182 pairs between 192 epitopes and 23,139 TCRs. Binary Classification. Given a T-cell receptor sequence (or CDR3 region) and an epitope sequence, predict whether binding occurs between them. The epitope is CLGGLLTMV. The TCR CDR3 sequence is CASSVLAGPYSGANVLTF. Result: 0 (the TCR does not bind to the epitope).